From a dataset of Full USPTO retrosynthesis dataset with 1.9M reactions from patents (1976-2016). Predict the reactants needed to synthesize the given product. Given the product [OH:1][CH:2]1[C:11]2[C:6](=[CH:7][CH:8]=[C:9]([C:18]3[C:23](=[O:24])[N:22]([CH2:25][C:26]4[CH:27]=[CH:28][C:29]([C:32]5[C:33]([C:38]#[N:39])=[CH:34][CH:35]=[CH:36][CH:37]=5)=[CH:30][CH:31]=4)[C:21]([CH2:40][CH2:41][CH3:42])=[N:20][C:19]=3[CH3:43])[CH:10]=2)[O:5][C:4]([CH3:16])([CH3:15])[CH2:3]1, predict the reactants needed to synthesize it. The reactants are: [OH:1][CH:2]1[C:11]2[C:6](=[CH:7][CH:8]=[C:9](B(O)O)[CH:10]=2)[O:5][C:4]([CH3:16])([CH3:15])[CH2:3]1.Br[C:18]1[C:23](=[O:24])[N:22]([CH2:25][C:26]2[CH:31]=[CH:30][C:29]([C:32]3[C:33]([C:38]#[N:39])=[CH:34][CH:35]=[CH:36][CH:37]=3)=[CH:28][CH:27]=2)[C:21]([CH2:40][CH2:41][CH3:42])=[N:20][C:19]=1[CH3:43].